This data is from Full USPTO retrosynthesis dataset with 1.9M reactions from patents (1976-2016). The task is: Predict the reactants needed to synthesize the given product. (1) Given the product [CH2:18]([O:20][CH:21]([O:27][CH2:28][CH3:29])[C:22](=[O:23])[C:10]#[C:9][C:7]([CH3:6])([O:11][CH:12]1[CH2:17][CH2:16][CH2:15][CH2:14][O:13]1)[CH3:8])[CH3:19], predict the reactants needed to synthesize it. The reactants are: C([Li])CCC.[CH3:6][C:7]([O:11][CH:12]1[CH2:17][CH2:16][CH2:15][CH2:14][O:13]1)([C:9]#[CH:10])[CH3:8].[CH2:18]([O:20][CH:21]([O:27][CH2:28][CH3:29])[C:22](OCC)=[O:23])[CH3:19].[NH4+].[Cl-]. (2) Given the product [NH2:24][C:17]1[CH:18]=[C:19]([CH:22]=[CH:23][C:16]=1[O:15][CH2:1][C:2]1[CH:7]=[CH:6][CH:5]=[CH:4][CH:3]=1)[C:20]#[N:21], predict the reactants needed to synthesize it. The reactants are: [CH2:1](Br)[C:2]1[CH:7]=[CH:6][CH:5]=[CH:4][CH:3]=1.C(=O)([O-])[O-].[K+].[K+].[OH:15][C:16]1[CH:23]=[CH:22][C:19]([C:20]#[N:21])=[CH:18][C:17]=1[N+:24]([O-])=O.[Cl-].[NH4+].